Dataset: Forward reaction prediction with 1.9M reactions from USPTO patents (1976-2016). Task: Predict the product of the given reaction. (1) Given the reactants [Cl:1][C:2]1[CH:3]=[C:4]([CH:8]=[CH:9][C:10]=1[C:11](=[O:26])[NH:12][C:13]1[CH:18]=[CH:17][C:16]([Cl:19])=[C:15]([C:20]2[CH:25]=[CH:24][CH:23]=[CH:22][N:21]=2)[CH:14]=1)[C:5]([OH:7])=O.[NH2:27][C@@H:28]([C:31]1[CH:36]=[CH:35][CH:34]=[CH:33][CH:32]=1)[CH2:29][OH:30], predict the reaction product. The product is: [Cl:1][C:2]1[CH:3]=[C:4]([C:5]([NH:27][C@@H:28]([C:31]2[CH:36]=[CH:35][CH:34]=[CH:33][CH:32]=2)[CH2:29][OH:30])=[O:7])[CH:8]=[CH:9][C:10]=1[C:11]([NH:12][C:13]1[CH:18]=[CH:17][C:16]([Cl:19])=[C:15]([C:20]2[CH:25]=[CH:24][CH:23]=[CH:22][N:21]=2)[CH:14]=1)=[O:26]. (2) Given the reactants [C:1]([C:4]1[C:5]([O:23][CH3:24])=[C:6]([CH:12]2[CH2:15][N:14]([C:16]([O:18][C:19]([CH3:22])([CH3:21])[CH3:20])=[O:17])[CH2:13]2)[C:7]([CH3:11])=[C:8]([Cl:10])[CH:9]=1)(=[O:3])[CH3:2].[BH4-].[Na+], predict the reaction product. The product is: [Cl:10][C:8]1[C:7]([CH3:11])=[C:6]([CH:12]2[CH2:13][N:14]([C:16]([O:18][C:19]([CH3:22])([CH3:21])[CH3:20])=[O:17])[CH2:15]2)[C:5]([O:23][CH3:24])=[C:4]([CH:1]([OH:3])[CH3:2])[CH:9]=1. (3) The product is: [F:24][C:25]1[CH:33]=[C:32]([F:34])[CH:31]=[CH:30][C:26]=1[C:27]([N:17]1[C:9]2=[N:8][C:7]([N:1]3[CH2:6][CH2:5][O:4][CH2:3][CH2:2]3)=[CH:12][C:11](=[O:13])[N:10]2[CH2:14][CH2:15][C@H:16]1[C:18]([F:20])([F:21])[F:19])=[O:28]. Given the reactants [N:1]1([C:7]2[N:8]=[C:9]3[NH:17][C@H:16]([C:18]([F:21])([F:20])[F:19])[CH2:15][CH2:14][N:10]3[C:11](=[O:13])[CH:12]=2)[CH2:6][CH2:5][O:4][CH2:3][CH2:2]1.[H-].[Na+].[F:24][C:25]1[CH:33]=[C:32]([F:34])[CH:31]=[CH:30][C:26]=1[C:27](Cl)=[O:28].C(Cl)Cl.CO, predict the reaction product. (4) The product is: [C:22]1([S:28]([N:17]2[C:14]3=[N:15][CH:16]=[C:11]([C:9]([C:6]4[CH:7]=[CH:8][C:3]([N:2]([CH3:21])[CH3:1])=[CH:4][CH:5]=4)=[O:10])[CH:12]=[C:13]3[C:19]([I:20])=[CH:18]2)(=[O:30])=[O:29])[CH:27]=[CH:26][CH:25]=[CH:24][CH:23]=1. Given the reactants [CH3:1][N:2]([CH3:21])[C:3]1[CH:8]=[CH:7][C:6]([C:9]([C:11]2[CH:12]=[C:13]3[C:19]([I:20])=[CH:18][NH:17][C:14]3=[N:15][CH:16]=2)=[O:10])=[CH:5][CH:4]=1.[C:22]1([S:28](Cl)(=[O:30])=[O:29])[CH:27]=[CH:26][CH:25]=[CH:24][CH:23]=1.[OH-].[Na+], predict the reaction product. (5) Given the reactants [Br:1][C:2]1[CH:3]=[CH:4][C:5]([C:9]#[N:10])=[N:6][C:7]=1[CH3:8].O.[NH2:12][NH2:13], predict the reaction product. The product is: [Br:1][C:2]1[CH:3]=[CH:4][C:5]([C:9](=[N:12][NH2:13])[NH2:10])=[N:6][C:7]=1[CH3:8].